This data is from Experimental lipophilicity measurements (octanol/water distribution) for 4,200 compounds from AstraZeneca. The task is: Regression/Classification. Given a drug SMILES string, predict its absorption, distribution, metabolism, or excretion properties. Task type varies by dataset: regression for continuous measurements (e.g., permeability, clearance, half-life) or binary classification for categorical outcomes (e.g., BBB penetration, CYP inhibition). For this dataset (lipophilicity_astrazeneca), we predict Y. The molecule is NC(=O)Nc1sc(-c2ccc(CN3CCCCC3)cc2)cc1C(N)=O. The Y is 1.75 logD.